From a dataset of NCI-60 drug combinations with 297,098 pairs across 59 cell lines. Regression. Given two drug SMILES strings and cell line genomic features, predict the synergy score measuring deviation from expected non-interaction effect. (1) Drug 1: CC1=C(C(=CC=C1)Cl)NC(=O)C2=CN=C(S2)NC3=CC(=NC(=N3)C)N4CCN(CC4)CCO. Drug 2: CN(C(=O)NC(C=O)C(C(C(CO)O)O)O)N=O. Cell line: NCI-H460. Synergy scores: CSS=-3.56, Synergy_ZIP=1.83, Synergy_Bliss=-1.21, Synergy_Loewe=-0.795, Synergy_HSA=-4.25. (2) Drug 1: C1=C(C(=O)NC(=O)N1)N(CCCl)CCCl. Drug 2: COCCOC1=C(C=C2C(=C1)C(=NC=N2)NC3=CC=CC(=C3)C#C)OCCOC.Cl. Cell line: OVCAR-4. Synergy scores: CSS=4.10, Synergy_ZIP=-1.93, Synergy_Bliss=0.418, Synergy_Loewe=1.18, Synergy_HSA=1.30. (3) Drug 2: COC1=C2C(=CC3=C1OC=C3)C=CC(=O)O2. Cell line: HS 578T. Drug 1: COC1=CC(=CC(=C1O)OC)C2C3C(COC3=O)C(C4=CC5=C(C=C24)OCO5)OC6C(C(C7C(O6)COC(O7)C8=CC=CS8)O)O. Synergy scores: CSS=42.4, Synergy_ZIP=12.4, Synergy_Bliss=12.6, Synergy_Loewe=-1.53, Synergy_HSA=12.2. (4) Drug 1: C1=NC2=C(N=C(N=C2N1C3C(C(C(O3)CO)O)O)F)N. Drug 2: N.N.Cl[Pt+2]Cl. Cell line: SF-268. Synergy scores: CSS=44.7, Synergy_ZIP=-1.15, Synergy_Bliss=-0.788, Synergy_Loewe=-13.2, Synergy_HSA=0.239. (5) Drug 1: C1=CC(=C2C(=C1NCCNCCO)C(=O)C3=C(C=CC(=C3C2=O)O)O)NCCNCCO. Cell line: NCI-H522. Drug 2: CC(C)NC(=O)C1=CC=C(C=C1)CNNC.Cl. Synergy scores: CSS=46.9, Synergy_ZIP=2.50, Synergy_Bliss=3.03, Synergy_Loewe=-48.2, Synergy_HSA=2.18. (6) Drug 1: C1=NC2=C(N1)C(=S)N=C(N2)N. Drug 2: CCCCC(=O)OCC(=O)C1(CC(C2=C(C1)C(=C3C(=C2O)C(=O)C4=C(C3=O)C=CC=C4OC)O)OC5CC(C(C(O5)C)O)NC(=O)C(F)(F)F)O. Cell line: EKVX. Synergy scores: CSS=38.4, Synergy_ZIP=7.60, Synergy_Bliss=8.11, Synergy_Loewe=10.3, Synergy_HSA=10.6. (7) Drug 1: CS(=O)(=O)C1=CC(=C(C=C1)C(=O)NC2=CC(=C(C=C2)Cl)C3=CC=CC=N3)Cl. Drug 2: C1=NC(=NC(=O)N1C2C(C(C(O2)CO)O)O)N. Cell line: M14. Synergy scores: CSS=-0.273, Synergy_ZIP=0.943, Synergy_Bliss=2.58, Synergy_Loewe=-4.07, Synergy_HSA=-1.01.